Dataset: Reaction yield outcomes from USPTO patents with 853,638 reactions. Task: Predict the reaction yield, written as a fraction of the theoretical maximum amount of product (1.0 means a 100% yield; for example, 0.34 means a 34% yield). (1) The reactants are [NH2:1][CH2:2][P:3](=[O:10])([CH2:7][CH2:8][OH:9])[CH2:4][CH2:5][OH:6].[CH3:11][O:12][C:13](=[O:19])[CH2:14][CH2:15][C:16](O)=[O:17].C(Cl)CCl. The catalyst is CC(N(C)C)=O. The product is [OH:6][CH2:5][CH2:4][P:3]([CH2:2][NH:1][C:16](=[O:17])[CH2:15][CH2:14][C:13]([O:12][CH3:11])=[O:19])([CH2:7][CH2:8][OH:9])=[O:10]. The yield is 0.830. (2) The reactants are CCN([CH2:6][CH3:7])CC.S(Cl)(C1C=CC(C)=CC=1)(=O)=[O:9].[OH:19][CH2:20][CH2:21][N:22]1[C:31]2[C:32]3[CH:33]=[CH:34][CH:35]=[CH:36][C:37]=3[C:38](=[O:39])[C:30]=2[C:29]2[C:24](=[CH:25][CH:26]=[CH:27][CH:28]=2)[C:23]1=[O:40]. The catalyst is C(Cl)Cl. The product is [C:6]([O:19][CH2:20][CH2:21][N:22]1[C:31]2[C:32]3[CH:33]=[CH:34][CH:35]=[CH:36][C:37]=3[C:38](=[O:39])[C:30]=2[C:29]2[C:24](=[CH:25][CH:26]=[CH:27][CH:28]=2)[C:23]1=[O:40])(=[O:9])[CH3:7]. The yield is 0.670. (3) The reactants are [CH3:1][C:2]1[CH:6]=[CH:5][S:4][C:3]=1[CH2:7][C:8]#[N:9].[BH4-].[Na+].O. The catalyst is C(O)C.[Ni](Cl)Cl. The product is [CH3:1][C:2]1[CH:6]=[CH:5][S:4][C:3]=1[CH2:7][CH2:8][NH2:9]. The yield is 0.500. (4) The reactants are [CH3:1][O:2][CH2:3][CH2:4][O:5][C:6]1[CH:7]=[C:8]2[C:12](=[C:13]([N:15]([CH3:25])[S:16]([C:19]3[N:20]([CH3:24])[CH:21]=[CH:22][N:23]=3)(=[O:18])=[O:17])[CH:14]=1)[NH:11][C:10]([C:26](O)=[O:27])=[CH:9]2.[CH2:29]([S:36][CH:37]([CH:40]([O:43][CH3:44])[O:41][CH3:42])[CH2:38][NH2:39])[C:30]1[CH:35]=[CH:34][CH:33]=[CH:32][CH:31]=1.N1(O)C2C=CC=CC=2N=N1.Cl.CN(C)CCCN=C=NCC. The catalyst is CCCCCC.C(OCC)(=O)C.CN(C)C=O. The product is [CH2:29]([S:36][CH:37]([CH:40]([O:41][CH3:42])[O:43][CH3:44])[CH2:38][NH:39][C:26]([C:10]1[NH:11][C:12]2[C:8]([CH:9]=1)=[CH:7][C:6]([O:5][CH2:4][CH2:3][O:2][CH3:1])=[CH:14][C:13]=2[N:15]([CH3:25])[S:16]([C:19]1[N:20]([CH3:24])[CH:21]=[CH:22][N:23]=1)(=[O:17])=[O:18])=[O:27])[C:30]1[CH:35]=[CH:34][CH:33]=[CH:32][CH:31]=1. The yield is 0.890. (5) The reactants are C[O:2][C:3]([CH:5]1[CH2:9][CH2:8][S:7](=[O:11])(=[O:10])[N:6]1[CH2:12][C:13]1[CH:18]=[CH:17][CH:16]=[C:15]([CH2:19][O:20][C:21]2[CH:26]=[CH:25][C:24]([C:27]3[CH:32]=[C:31]([F:33])[C:30]([F:34])=[CH:29][C:28]=3[F:35])=[CH:23][CH:22]=2)[CH:14]=1)=[O:4].[OH-].[Li+]. The catalyst is C1COCC1. The product is [O:11]=[S:7]1(=[O:10])[CH2:8][CH2:9][CH:5]([C:3]([OH:4])=[O:2])[N:6]1[CH2:12][C:13]1[CH:18]=[CH:17][CH:16]=[C:15]([CH2:19][O:20][C:21]2[CH:22]=[CH:23][C:24]([C:27]3[CH:32]=[C:31]([F:33])[C:30]([F:34])=[CH:29][C:28]=3[F:35])=[CH:25][CH:26]=2)[CH:14]=1. The yield is 0.980. (6) The reactants are [F:1][C:2]1[CH:7]=[C:6]([I:8])[CH:5]=[CH:4][C:3]=1[NH:9][C:10]1[C:11]([C:15]([O:17]C)=[O:16])=[CH:12][S:13][CH:14]=1.[OH-].[K+]. The catalyst is C(O)C.O.O. The product is [F:1][C:2]1[CH:7]=[C:6]([I:8])[CH:5]=[CH:4][C:3]=1[NH:9][C:10]1[C:11]([C:15]([OH:17])=[O:16])=[CH:12][S:13][CH:14]=1. The yield is 0.830.